Dataset: Full USPTO retrosynthesis dataset with 1.9M reactions from patents (1976-2016). Task: Predict the reactants needed to synthesize the given product. (1) Given the product [CH3:15][O:16][C:17]([C:19]1[CH:24]=[CH:23][C:22]([C:2]2[CH:11]=[C:10]([C:12]([OH:14])=[O:13])[C:9]3[C:4](=[CH:5][CH:6]=[CH:7][CH:8]=3)[N:3]=2)=[CH:21][CH:20]=1)=[O:18], predict the reactants needed to synthesize it. The reactants are: Cl[C:2]1[CH:11]=[C:10]([C:12]([OH:14])=[O:13])[C:9]2[C:4](=[CH:5][CH:6]=[CH:7][CH:8]=2)[N:3]=1.[CH3:15][O:16][C:17]([C:19]1[CH:24]=[CH:23][C:22](B(O)O)=[CH:21][CH:20]=1)=[O:18].C([O-])([O-])=O.[K+].[K+]. (2) Given the product [OH:19][CH2:18][CH2:17][C:16]1[CH:20]=[CH:21][C:13]([NH:12][C:6](=[O:10])[CH:7]([CH3:8])[CH3:9])=[CH:14][CH:15]=1, predict the reactants needed to synthesize it. The reactants are: [CH3:8][CH:7]([CH3:9])[C:6](O[C:6](=[O:10])[CH:7]([CH3:9])[CH3:8])=[O:10].[NH2:12][C:13]1[CH:21]=[CH:20][C:16]([CH2:17][CH2:18][OH:19])=[CH:15][CH:14]=1.CCCCCCC. (3) Given the product [F:11][C:12]1[CH:17]=[CH:16][C:15]([F:18])=[CH:14][C:13]=1[C:19]1[CH2:23][N:22]([CH2:24][CH:25]([S:26]([CH2:29][CH3:30])(=[O:27])=[O:28])[CH3:38])[C@H:21]([C:31]2[CH:32]=[CH:33][CH:34]=[CH:35][CH:36]=2)[CH:20]=1, predict the reactants needed to synthesize it. The reactants are: C[Si]([N-][Si](C)(C)C)(C)C.[Li+].[F:11][C:12]1[CH:17]=[CH:16][C:15]([F:18])=[CH:14][C:13]=1[C:19]1[CH2:23][N:22]([CH2:24][CH2:25][S:26]([CH2:29][CH3:30])(=[O:28])=[O:27])[C@H:21]([C:31]2[CH:36]=[CH:35][CH:34]=[CH:33][CH:32]=2)[CH:20]=1.I[CH3:38]. (4) Given the product [CH2:67]([O:69][CH:70]([O:73][CH2:74][CH3:75])[CH2:71][NH:72][C:29]([C:26]1[CH:25]=[C:24]([C:20]2[CH:19]=[C:18]([O:17][C:16]3[CH:15]=[CH:14][C:13]([NH:12][C:10]([NH:9][C:3]4[CH:4]=[C:5]([CH3:8])[CH:6]=[CH:7][C:2]=4[F:1])=[O:11])=[CH:33][CH:32]=3)[CH:23]=[CH:22][N:21]=2)[NH:28][CH:27]=1)=[O:31])[CH3:68], predict the reactants needed to synthesize it. The reactants are: [F:1][C:2]1[CH:7]=[CH:6][C:5]([CH3:8])=[CH:4][C:3]=1[NH:9][C:10]([NH:12][C:13]1[CH:33]=[CH:32][C:16]([O:17][C:18]2[CH:23]=[CH:22][N:21]=[C:20]([C:24]3[NH:28][CH:27]=[C:26]([C:29]([OH:31])=O)[CH:25]=3)[CH:19]=2)=[CH:15][CH:14]=1)=[O:11].CN(C(ON1N=NC2C=CC=NC1=2)=[N+](C)C)C.F[P-](F)(F)(F)(F)F.C(N(CC)C(C)C)(C)C.[CH2:67]([O:69][CH:70]([O:73][CH2:74][CH3:75])[CH2:71][NH2:72])[CH3:68]. (5) Given the product [CH3:1][O:2][CH2:3][CH:4]1[CH2:8][CH2:7][N:6]([C:9]2[CH:10]=[N:11][N:12]3[CH2:17][CH2:16][NH:15][CH2:14][C:13]=23)[CH2:5]1, predict the reactants needed to synthesize it. The reactants are: [CH3:1][O:2][CH2:3][CH:4]1[CH2:8][CH2:7][N:6]([C:9]2[CH:10]=[N:11][N:12]3[CH2:17][CH2:16][N:15](C(OC(C)(C)C)=O)[CH2:14][C:13]=23)[CH2:5]1. (6) Given the product [ClH:1].[OH:5][CH:4]1[O:7][C@@H:8]([CH2:13][OH:14])[C@H:9]([OH:12])[C@@H:10]([OH:11])[C@@H:3]1[NH2:2], predict the reactants needed to synthesize it. The reactants are: [ClH:1].[NH2:2][C@H:3]1[C@H:10]([OH:11])[C@@H:9]([OH:12])[C@H:8]([CH2:13][OH:14])[O:7][C@H:4]1[O:5]C.